From a dataset of Peptide-MHC class II binding affinity with 134,281 pairs from IEDB. Regression. Given a peptide amino acid sequence and an MHC pseudo amino acid sequence, predict their binding affinity value. This is MHC class II binding data. (1) The peptide sequence is GGLHRMVLDGRAPVL. The MHC is HLA-DPA10103-DPB10401 with pseudo-sequence HLA-DPA10103-DPB10401. The binding affinity (normalized) is 0.154. (2) The peptide sequence is LPWTSGATTETPTWN. The MHC is DRB5_0101 with pseudo-sequence DRB5_0101. The binding affinity (normalized) is 0. (3) The binding affinity (normalized) is 0. The MHC is DRB1_0401 with pseudo-sequence DRB1_0401. The peptide sequence is RPFFHPVGEADYFEYHQEGGPDGEPD. (4) The peptide sequence is AYKTAEGATPEAKYD. The MHC is HLA-DPA10103-DPB10201 with pseudo-sequence HLA-DPA10103-DPB10201. The binding affinity (normalized) is 0. (5) The peptide sequence is AVWGKNSCAKNYNCK. The MHC is HLA-DQA10104-DQB10503 with pseudo-sequence HLA-DQA10104-DQB10503. The binding affinity (normalized) is 0. (6) The peptide sequence is GHGCAQPAMERRKHI. The MHC is HLA-DPA10103-DPB10401 with pseudo-sequence HLA-DPA10103-DPB10401. The binding affinity (normalized) is 0. (7) The peptide sequence is GVWVLAEPTKGKNER. The MHC is DRB1_0901 with pseudo-sequence DRB1_0901. The binding affinity (normalized) is 0.391. (8) The peptide sequence is VFVIREPFISCSHLE. The MHC is DRB3_0101 with pseudo-sequence DRB3_0101. The binding affinity (normalized) is 0.125. (9) The peptide sequence is SQDLFLSWNLNGLQAY. The MHC is HLA-DQA10301-DQB10302 with pseudo-sequence HLA-DQA10301-DQB10302. The binding affinity (normalized) is 0.199.